Dataset: Full USPTO retrosynthesis dataset with 1.9M reactions from patents (1976-2016). Task: Predict the reactants needed to synthesize the given product. (1) Given the product [CH:25]1([NH:28][C:8]([C@H:6]2[C@H:5]([CH2:2][CH2:3][CH3:4])[O:7]2)=[O:10])[CH2:27][CH2:26]1, predict the reactants needed to synthesize it. The reactants are: [K+].[CH2:2]([C@@H:5]1[O:7][C@H:6]1[C:8]([O-:10])=O)[CH2:3][CH3:4].C(N(CC)CC)C.C(Cl)(=O)C(C)(C)C.[CH:25]1([NH2:28])[CH2:27][CH2:26]1. (2) Given the product [CH3:24][O:23][C:10]1[CH:11]=[C:12]([C:15]([N:17]2[CH2:22][CH2:21][O:20][CH2:19][CH2:18]2)=[O:16])[CH:13]=[CH:14][C:9]=1[NH:8][C:5]1[N:4]=[C:3]([NH:25][CH3:26])[C:2]([C:27]#[N:28])=[CH:7][N:6]=1, predict the reactants needed to synthesize it. The reactants are: Br[C:2]1[C:3]([NH:25][CH3:26])=[N:4][C:5]([NH:8][C:9]2[CH:14]=[CH:13][C:12]([C:15]([N:17]3[CH2:22][CH2:21][O:20][CH2:19][CH2:18]3)=[O:16])=[CH:11][C:10]=2[O:23][CH3:24])=[N:6][CH:7]=1.[CH3:27][N:28](C=O)C. (3) Given the product [C:1]([C:3]1[C:4]([N:18]2[CH2:23][CH2:22][N:21]([C:25]([NH:24][C:27]3[CH:32]=[CH:31][C:30]([CH:33]([CH3:35])[CH3:34])=[CH:29][CH:28]=3)=[O:26])[CH2:20][CH2:19]2)=[N:5][C:6]([C:14]([F:15])([F:17])[F:16])=[C:7]([CH:13]=1)[C:8]([O:10][CH2:11][CH3:12])=[O:9])#[N:2], predict the reactants needed to synthesize it. The reactants are: [C:1]([C:3]1[C:4]([N:18]2[CH2:23][CH2:22][NH:21][CH2:20][CH2:19]2)=[N:5][C:6]([C:14]([F:17])([F:16])[F:15])=[C:7]([CH:13]=1)[C:8]([O:10][CH2:11][CH3:12])=[O:9])#[N:2].[N:24]([C:27]1[CH:32]=[CH:31][C:30]([CH:33]([CH3:35])[CH3:34])=[CH:29][CH:28]=1)=[C:25]=[O:26]. (4) Given the product [CH2:4]([O:11][C:12](=[O:26])[NH:13][C@H:14]1[CH2:15][CH2:16][C@H:17]([C:20](=[O:25])[CH3:27])[CH2:18][CH2:19]1)[C:5]1[CH:6]=[CH:7][CH:8]=[CH:9][CH:10]=1, predict the reactants needed to synthesize it. The reactants are: C[Mg]Cl.[CH2:4]([O:11][C:12](=[O:26])[NH:13][C@H:14]1[CH2:19][CH2:18][C@H:17]([C:20](=[O:25])N(OC)C)[CH2:16][CH2:15]1)[C:5]1[CH:10]=[CH:9][CH:8]=[CH:7][CH:6]=1.[C:27](OCC)(=O)C. (5) Given the product [C:25]([NH:24][C@H:22]([C:19]1[CH:20]=[CH:21][C:16]([CH2:15][N:9]2[CH2:8][CH2:7][C:6]3[C:5]([C:3]([OH:4])=[O:2])=[CH:14][CH:13]=[CH:12][C:11]=3[CH2:10]2)=[CH:17][CH:18]=1)[CH3:23])(=[O:27])[CH3:26], predict the reactants needed to synthesize it. The reactants are: C[O:2][C:3]([C:5]1[C:6]2[CH2:7][CH2:8][N:9]([CH2:15][C:16]3[CH:21]=[CH:20][C:19]([C@@H:22]([NH:24][C:25](=[O:27])[CH3:26])[CH3:23])=[CH:18][CH:17]=3)[CH2:10][C:11]=2[CH:12]=[CH:13][CH:14]=1)=[O:4].[OH-].[Na+]. (6) Given the product [NH:36]1[C:37]2[C:38](=[C:44]([C:2]3[N:3]=[C:4]([N:25]4[CH2:30][CH2:29][O:28][CH2:27][CH2:26]4)[C:5]4[S:10][C:9]([CH2:11][N:12]5[CH2:17][CH2:16][CH:15]([N:18]([CH2:20][CH2:21][CH2:22][O:23][CH3:24])[CH3:19])[CH2:14][CH2:13]5)=[CH:8][C:6]=4[N:7]=3)[CH:45]=[CH:41][CH:42]=2)[CH:39]=[N:40]1, predict the reactants needed to synthesize it. The reactants are: Cl[C:2]1[N:3]=[C:4]([N:25]2[CH2:30][CH2:29][O:28][CH2:27][CH2:26]2)[C:5]2[S:10][C:9]([CH2:11][N:12]3[CH2:17][CH2:16][CH:15]([N:18]([CH2:20][CH2:21][CH2:22][O:23][CH3:24])[CH3:19])[CH2:14][CH2:13]3)=[CH:8][C:6]=2[N:7]=1.COCCC[N:36](C)[CH:37]1[CH2:42][CH2:41][NH:40][CH2:39][CH2:38]1.[C:44](OC(N1CCC(NC)CC1)=O)(C)(C)[CH3:45].COCCCOS(C1C=CC(C)=CC=1)(=O)=O.